From a dataset of Forward reaction prediction with 1.9M reactions from USPTO patents (1976-2016). Predict the product of the given reaction. Given the reactants [C:1]([C:3]1[CH:8]=[CH:7][C:6]([S:9]([NH2:12])(=[O:11])=[O:10])=[CH:5][CH:4]=1)#[N:2].C(=O)([O-])[O-].[K+].[K+].Cl.[NH2:20][OH:21], predict the reaction product. The product is: [OH:21][NH:20][C:1](=[NH:2])[C:3]1[CH:8]=[CH:7][C:6]([S:9](=[O:11])(=[O:10])[NH2:12])=[CH:5][CH:4]=1.